This data is from Reaction yield outcomes from USPTO patents with 853,638 reactions. The task is: Predict the reaction yield, written as a fraction of the theoretical maximum amount of product (1.0 means a 100% yield; for example, 0.34 means a 34% yield). The reactants are [I:1][C:2]1[CH:7]=[CH:6][C:5]([N:8]2[C@H:11]([C:12]3[CH:17]=[CH:16][C:15]([O:18][Si:19]([CH3:25])([CH3:24])[C:20]([CH3:23])([CH3:22])[CH3:21])=[CH:14][CH:13]=3)[C@@H:10]([S:26]CC3C=CC(OC)=CC=3)[C:9]2=[O:36])=[CH:4][CH:3]=1.C1(C)C=CC=CC=1.O. The catalyst is FC(F)(F)C(O)=O.C([O-])(=O)C.[Hg+]. The product is [I:1][C:2]1[CH:3]=[CH:4][C:5]([N:8]2[C@H:11]([C:12]3[CH:17]=[CH:16][C:15]([O:18][Si:19]([CH3:24])([CH3:25])[C:20]([CH3:21])([CH3:23])[CH3:22])=[CH:14][CH:13]=3)[C@@H:10]([SH:26])[C:9]2=[O:36])=[CH:6][CH:7]=1. The yield is 1.00.